From a dataset of Full USPTO retrosynthesis dataset with 1.9M reactions from patents (1976-2016). Predict the reactants needed to synthesize the given product. (1) Given the product [CH:17]1([N:12]2[C:13]3[C:9](=[CH:8][C:7]([C:3]4[CH:2]=[N:1][CH:6]=[CH:5][CH:4]=4)=[CH:15][CH:14]=3)[CH2:10][C:11]2=[O:16])[CH2:19][CH2:18]1, predict the reactants needed to synthesize it. The reactants are: [N:1]1[CH:6]=[CH:5][CH:4]=[C:3]([C:7]2[CH:8]=[C:9]3[C:13](=[CH:14][CH:15]=2)[NH:12][C:11](=[O:16])[CH2:10]3)[CH:2]=1.[CH:17]1([Bi](C2CC2)C2CC2)[CH2:19][CH2:18]1.N1C=CC=CC=1. (2) The reactants are: [C:1]([O:5][C:6]([N:8]([C:13]1[CH:14]=[C:15]([CH:30]=[CH:31][C:32]=1[O:33][CH3:34])[C:16]([O:18][CH2:19][C:20]([O:22]CC1C=CC=CC=1)=[O:21])=[O:17])[S:9]([CH3:12])(=[O:11])=[O:10])=[O:7])([CH3:4])([CH3:3])[CH3:2]. Given the product [C:1]([O:5][C:6]([N:8]([C:13]1[CH:14]=[C:15]([CH:30]=[CH:31][C:32]=1[O:33][CH3:34])[C:16]([O:18][CH2:19][C:20]([OH:22])=[O:21])=[O:17])[S:9]([CH3:12])(=[O:11])=[O:10])=[O:7])([CH3:4])([CH3:3])[CH3:2], predict the reactants needed to synthesize it. (3) Given the product [CH2:1]([C@H:8]1[CH2:12][O:11][C:10](=[O:13])[N:9]1[C:14]([C:16]1([CH2:22][C:23]2[CH:28]=[N:27][C:26]([O:29][CH2:30][CH2:31][C:32]3[N:33]=[C:34]([C:38]4[CH:43]=[CH:42][CH:41]=[CH:40][CH:39]=4)[O:35][C:36]=3[CH3:37])=[CH:25][CH:24]=2)[CH2:20][CH2:19][CH2:18][O:17]1)=[O:15])[C:2]1[CH:3]=[CH:4][CH:5]=[CH:6][CH:7]=1, predict the reactants needed to synthesize it. The reactants are: [CH2:1]([C@H:8]1[CH2:12][O:11][C:10](=[O:13])[N:9]1[C:14]([CH:16]1[CH2:20][CH2:19][CH2:18][O:17]1)=[O:15])[C:2]1[CH:7]=[CH:6][CH:5]=[CH:4][CH:3]=1.I[CH2:22][C:23]1[CH:24]=[CH:25][C:26]([O:29][CH2:30][CH2:31][C:32]2[N:33]=[C:34]([C:38]3[CH:43]=[CH:42][CH:41]=[CH:40][CH:39]=3)[O:35][C:36]=2[CH3:37])=[N:27][CH:28]=1. (4) Given the product [OH:8][CH2:9][CH2:10][N:11]([CH3:42])[C:12]([C:14]1[C:19]([O:20][CH2:21][C:22]2[CH:27]=[CH:26][CH:25]=[CH:24][CH:23]=2)=[C:18]([OH:28])[N:17]=[C:16]([CH2:29][C:30]2[CH:35]=[CH:34][CH:33]=[CH:32][C:31]=2[C:36]2[CH:41]=[CH:40][CH:39]=[CH:38][CH:37]=2)[N:15]=1)=[O:13], predict the reactants needed to synthesize it. The reactants are: [Si]([O:8][CH2:9][CH2:10][N:11]([CH3:42])[C:12]([C:14]1[C:19]([O:20][CH2:21][C:22]2[CH:27]=[CH:26][CH:25]=[CH:24][CH:23]=2)=[C:18]([OH:28])[N:17]=[C:16]([CH2:29][C:30]2[CH:35]=[CH:34][CH:33]=[CH:32][C:31]=2[C:36]2[CH:41]=[CH:40][CH:39]=[CH:38][CH:37]=2)[N:15]=1)=[O:13])(C(C)(C)C)(C)C.Cl.[OH-].[Na+]. (5) Given the product [CH3:13][O:1][C:2]1[CH:3]=[C:4]([CH:7]=[CH:8][C:9]=1[N+:10]([O-:12])=[O:11])[CH:5]=[O:6], predict the reactants needed to synthesize it. The reactants are: [OH:1][C:2]1[CH:3]=[C:4]([CH:7]=[CH:8][C:9]=1[N+:10]([O-:12])=[O:11])[CH:5]=[O:6].[C:13](=O)([O-])[O-].[K+].[K+]. (6) The reactants are: CS(C)=O.[C:5]([O:9][C:10]([N:12]1[CH2:17][CH2:16][CH:15]([C:18]2[NH:19][CH:20]=[C:21]([C:23]3[CH:28]=[CH:27][C:26]([F:29])=[C:25]([C:30]([F:33])([F:32])[F:31])[CH:24]=3)[N:22]=2)[CH2:14][CH2:13]1)=[O:11])([CH3:8])([CH3:7])[CH3:6].[OH-].[Na+].Cl.Cl[CH2:38][CH2:39][N:40]([CH3:42])[CH3:41]. Given the product [C:5]([O:9][C:10]([N:12]1[CH2:17][CH2:16][CH:15]([C:18]2[N:19]([CH2:38][CH2:39][N:40]([CH3:42])[CH3:41])[CH:20]=[C:21]([C:23]3[CH:28]=[CH:27][C:26]([F:29])=[C:25]([C:30]([F:31])([F:32])[F:33])[CH:24]=3)[N:22]=2)[CH2:14][CH2:13]1)=[O:11])([CH3:8])([CH3:6])[CH3:7], predict the reactants needed to synthesize it. (7) Given the product [CH3:17][O:7][C:6](=[O:8])[C:5]1[CH:9]=[CH:10][C:2]([NH2:1])=[C:3]([OH:11])[CH:4]=1, predict the reactants needed to synthesize it. The reactants are: [NH2:1][C:2]1[CH:10]=[CH:9][C:5]([C:6]([OH:8])=[O:7])=[CH:4][C:3]=1[OH:11].S(=O)(=O)(O)O.[CH3:17]O. (8) Given the product [F:1][C:2]1[CH:3]=[CH:4][C:5]([CH:8]2[C:13]([C:14]([NH:19][C:20]3[CH:21]=[C:22]4[C:26](=[CH:27][CH:28]=3)[NH:25][N:24]=[CH:23]4)=[O:16])=[CH:12][NH:11][C:10](=[O:18])[NH:9]2)=[CH:6][CH:7]=1, predict the reactants needed to synthesize it. The reactants are: [F:1][C:2]1[CH:7]=[CH:6][C:5]([CH:8]2[C:13]([C:14]([O:16]C)=O)=[CH:12][NH:11][C:10](=[O:18])[NH:9]2)=[CH:4][CH:3]=1.[NH2:19][C:20]1[CH:21]=[C:22]2[C:26](=[CH:27][CH:28]=1)[NH:25][N:24]=[CH:23]2.C(Cl)CCl.C(N(CC)CC)C. (9) Given the product [CH2:1]([NH:3][CH2:4][CH3:5])[CH3:2].[OH:13][CH2:14][CH2:15][N:16]1[C:28]2[CH2:27][CH2:26][CH2:25][CH:24]([C:29]([OH:31])=[O:30])[C:23]=2[C:22]2[C:17]1=[CH:18][CH:19]=[CH:20][C:21]=2[O:32][CH3:33], predict the reactants needed to synthesize it. The reactants are: [CH2:1]([NH:3][CH2:4][CH3:5])[CH3:2].C([O:13][CH2:14][CH2:15][N:16]1[C:28]2[CH2:27][CH2:26][CH2:25][CH:24]([C:29]([OH:31])=[O:30])[C:23]=2[C:22]2[C:17]1=[CH:18][CH:19]=[CH:20][C:21]=2[O:32][CH3:33])C1C=CC=CC=1.[H][H]. (10) The reactants are: [C:1]1([CH:7]([OH:9])[CH3:8])[CH:6]=[CH:5][CH:4]=[CH:3][CH:2]=1.[CH3:10][C:11]1[CH:12]=[CH:13][C:14]([C:17](O)=[O:18])=[CH:15][CH:16]=1.[OH-].[K+]. Given the product [C:11]1([CH3:10])[CH:16]=[CH:15][C:14]([C:17]([O:9][CH:7]([C:1]2[CH:6]=[CH:5][CH:4]=[CH:3][CH:2]=2)[CH3:8])=[O:18])=[CH:13][CH:12]=1, predict the reactants needed to synthesize it.